From a dataset of Full USPTO retrosynthesis dataset with 1.9M reactions from patents (1976-2016). Predict the reactants needed to synthesize the given product. (1) Given the product [CH3:7][C:6]1([CH3:8])[CH2:5][CH2:4][N:3]([C:9]([O:11][CH2:12][C:13]2[CH:14]=[CH:15][CH:16]=[CH:17][CH:18]=2)=[O:10])[CH:2]1[O:1][CH3:19], predict the reactants needed to synthesize it. The reactants are: [OH:1][CH:2]1[C:6]([CH3:8])([CH3:7])[CH2:5][CH2:4][N:3]1[C:9]([O:11][CH2:12][C:13]1[CH:18]=[CH:17][CH:16]=[CH:15][CH:14]=1)=[O:10].[C:19]1(C)C=CC(S([O-])(=O)=O)=CC=1.[NH+]1C=CC=CC=1. (2) Given the product [Cl-:1].[CH3:26][O:25][C:19]1[CH:18]=[C:17]([CH:22]=[C:21]([CH:23]=[CH2:24])[CH:20]=1)[C:16]([NH:15][C:10]1[CH:11]=[CH:12][CH:13]=[CH:14][C:9]=1[NH3+:8])=[O:27], predict the reactants needed to synthesize it. The reactants are: [ClH:1].C(OC(=O)[NH:8][C:9]1[CH:14]=[CH:13][CH:12]=[CH:11][C:10]=1[NH:15][C:16](=[O:27])[C:17]1[CH:22]=[C:21]([CH:23]=[CH2:24])[CH:20]=[C:19]([O:25][CH3:26])[CH:18]=1)(C)(C)C. (3) Given the product [F:24][C:21]1[CH:22]=[C:23]2[C:18](=[CH:19][C:20]=1[F:25])[NH:17][C:16](=[O:26])/[C:15]/2=[C:10]1/[O:11][C:12]([CH3:14])([CH3:13])[C:8]([C:31]2[CH:32]=[N:33][C:28]([F:27])=[CH:29][CH:30]=2)=[CH:9]/1, predict the reactants needed to synthesize it. The reactants are: O1CCOCC1.Br[C:8]1[C:12]([CH3:14])([CH3:13])[O:11]/[C:10](=[C:15]2/[C:16](=[O:26])[NH:17][C:18]3[C:23]/2=[CH:22][C:21]([F:24])=[C:20]([F:25])[CH:19]=3)/[CH:9]=1.[F:27][C:28]1[N:33]=[CH:32][C:31](B(O)O)=[CH:30][CH:29]=1.C([O-])([O-])=O.[Na+].[Na+]. (4) Given the product [F:41][C:42]1[CH:47]=[C:46]([F:48])[CH:45]=[CH:44][C:43]=1[C:49](=[O:51])[CH2:50][C:11]1[CH:16]=[CH:15][C:14]([S:17]([C:30]2[CH:29]=[CH:28][CH:27]=[CH:26][C:25]=2[CH2:24][OH:40])(=[O:19])=[O:18])=[CH:13][CH:12]=1, predict the reactants needed to synthesize it. The reactants are: FC1C=CC=CC=1C=O.Br[C:11]1[CH:16]=[CH:15][C:14]([S:17]([O-:19])=[O:18])=[CH:13][CH:12]=1.[Na+].[BH4-].[Na+].Br[C:24]([OH:40])(S(C1C=CC=CC=1)(=O)=O)[C:25]1[CH:30]=[CH:29][CH:28]=[CH:27][CH:26]=1.[F:41][C:42]1[CH:47]=[C:46]([F:48])[CH:45]=[CH:44][C:43]=1[C:49](=[O:51])[CH3:50].